From a dataset of Forward reaction prediction with 1.9M reactions from USPTO patents (1976-2016). Predict the product of the given reaction. (1) The product is: [CH3:8][C:9]1[CH:14]=[CH:13][N:12]=[C:11]([C:15]2[N:26]([C:28]3[CH:33]=[N:32][C:31]([O:34][CH3:35])=[CH:30][CH:29]=3)[N:27]=[C:17]([C:18]([O:20][CH2:21][CH3:22])=[O:19])[CH:16]=2)[CH:10]=1. Given the reactants C(N(CC)CC)C.[CH3:8][C:9]1[CH:14]=[CH:13][N:12]=[C:11]([C:15](=O)[CH2:16][C:17](=O)[C:18]([O:20][CH2:21][CH3:22])=[O:19])[CH:10]=1.Cl.[NH:26]([C:28]1[CH:29]=[CH:30][C:31]([O:34][CH3:35])=[N:32][CH:33]=1)[NH2:27].O, predict the reaction product. (2) Given the reactants [C:1]([C:4]1[CH:9]=[CH:8][C:7]([S:10][CH2:11][C:12]([OH:14])=[O:13])=[CH:6][CH:5]=1)(=[O:3])[CH3:2].[S:15]1[C:19]([C:20]2[C:21]([O:30][CH3:31])=[CH:22][C:23]([O:28][CH3:29])=[C:24]([CH:27]=2)[CH:25]=O)=[CH:18][C:17]2[CH:32]=[CH:33][CH:34]=[CH:35][C:16]1=2, predict the reaction product. The product is: [S:15]1[C:19]([C:20]2[C:21]([O:30][CH3:31])=[CH:22][C:23]([O:28][CH3:29])=[C:24](/[CH:25]=[CH:2]/[C:1]([C:4]3[CH:5]=[CH:6][C:7]([S:10][CH2:11][C:12]([OH:14])=[O:13])=[CH:8][CH:9]=3)=[O:3])[CH:27]=2)=[CH:18][C:17]2[CH:32]=[CH:33][CH:34]=[CH:35][C:16]1=2. (3) Given the reactants [NH2:1][C:2]1[CH:7]=[CH:6][C:5]([C:8](=[O:10])[CH3:9])=[CH:4][CH:3]=1.N1C=CC=CC=1.[F:17][C:18]([F:31])([F:30])[O:19][C:20]1[CH:25]=[CH:24][C:23]([S:26](Cl)(=[O:28])=[O:27])=[CH:22][CH:21]=1.C(OCC)(=O)C, predict the reaction product. The product is: [C:8]([C:5]1[CH:6]=[CH:7][C:2]([NH:1][S:26]([C:23]2[CH:22]=[CH:21][C:20]([O:19][C:18]([F:17])([F:30])[F:31])=[CH:25][CH:24]=2)(=[O:28])=[O:27])=[CH:3][CH:4]=1)(=[O:10])[CH3:9].